The task is: Binary Classification. Given a miRNA mature sequence and a target amino acid sequence, predict their likelihood of interaction.. This data is from Experimentally validated miRNA-target interactions with 360,000+ pairs, plus equal number of negative samples. (1) The miRNA is dme-miR-7-5p with sequence UGGAAGACUAGUGAUUUUGUUGU. The protein sequence of the target gene is MSSLQMSEMSKTYQYRKVMKPMLERKRRARINKCLDELKDLMVATLESEGEHVTRLEKADILELTVTHLQKMKQQRQHKRASGDESLTPAEGFRSGYIHAVNEVSRSLSQLPGMNVSLGTQLMTHLGQRLNQIQPAEKEVLPVTAPLSVHIANRDAYSVPISPISSYAGSPNSNTSSTSHSLLTTIDVTKMEDDSEDEENVWRPW. Result: 1 (interaction). (2) The miRNA is hsa-miR-655-5p with sequence AGAGGUUAUCCGUGUUAUGUUC. The protein sequence of the target gene is MCTSGQIIGSLLVLSVLEIGLGVSSVAVGAVSFSLALREHKPQLGDSSPVWSGVCFLLCGICGILCAKKKSGLVMILFSACCICGLIGGILNFQFLRAVTKKTSSLYPLHLASMSLACIGIGGCTLSSWLTCRLASYEQRRMFSEREHSLHHSHEMAEKEITDNMSNGGPQLIFNGRV. Result: 1 (interaction).